Task: Predict the reaction yield, written as a fraction of the theoretical maximum amount of product (1.0 means a 100% yield; for example, 0.34 means a 34% yield).. Dataset: Reaction yield outcomes from USPTO patents with 853,638 reactions (1) The catalyst is C([O-])(=O)C.[Pd+2].C([O-])(=O)C. The product is [Cl:8][C:5]1[N:6]=[CH:7][C:2]2[N:17]([CH:18]3[C:26]4[C:21](=[CH:22][CH:23]=[CH:24][CH:25]=4)[CH2:20][CH2:19]3)[C:15](=[O:16])[C@@H:10]3[CH2:11][O:12][CH2:13][CH2:14][N:9]3[C:3]=2[N:4]=1. The yield is 0.265. The reactants are Br[C:2]1[C:3]([N:9]2[CH2:14][CH2:13][O:12][CH2:11][CH:10]2[C:15]([NH:17][C@@H:18]2[C:26]3[C:21](=[CH:22][CH:23]=[CH:24][CH:25]=3)[CH2:20][CH2:19]2)=[O:16])=[N:4][C:5]([Cl:8])=[N:6][CH:7]=1.CC1(C)C2C=CC=C(P(C3C=CC=CC=3)C3C=CC=CC=3)C=2OC2C1=CC=CC=2P(C1C=CC=CC=1)C1C=CC=CC=1.P([O-])([O-])([O-])=O.[K+].[K+].[K+]. (2) The reactants are [CH2:1]([C:5]1[S:9][C:8]([S:10]([NH:13][C:14]([CH3:17])([CH3:16])[CH3:15])(=[O:12])=[O:11])=[C:7](B(O)O)[CH:6]=1)[CH:2]([CH3:4])[CH3:3].Br[C:22]1[CH:33]=[CH:32][C:25]([CH2:26][N:27]2[CH:31]=[CH:30][N:29]=[CH:28]2)=[CH:24][CH:23]=1.C1(C)C=CC=CC=1.[OH-].[Na+]. The catalyst is CCOC(C)=O.C1C=CC([P]([Pd]([P](C2C=CC=CC=2)(C2C=CC=CC=2)C2C=CC=CC=2)([P](C2C=CC=CC=2)(C2C=CC=CC=2)C2C=CC=CC=2)[P](C2C=CC=CC=2)(C2C=CC=CC=2)C2C=CC=CC=2)(C2C=CC=CC=2)C2C=CC=CC=2)=CC=1.C(O)C. The product is [N:27]1([CH2:26][C:25]2[CH:24]=[CH:23][C:22]([C:7]3[CH:6]=[C:5]([CH2:1][CH:2]([CH3:4])[CH3:3])[S:9][C:8]=3[S:10]([NH:13][C:14]([CH3:17])([CH3:16])[CH3:15])(=[O:12])=[O:11])=[CH:33][CH:32]=2)[CH:31]=[CH:30][N:29]=[CH:28]1. The yield is 0.633. (3) The reactants are [O:1]=[C:2]1[C:11]2[C:6](=[CH:7][CH:8]=[CH:9][CH:10]=2)[C:5]2[CH2:12][C:13]3[CH:14]=[C:15]([N-:19][CH2:20][CH2:21][CH2:22][CH2:23][N:24]4[CH2:29][CH2:28][O:27][CH2:26][CH2:25]4)[CH:16]=[CH:17][C:18]=3[C:4]=2[NH:3]1.[C:30]12([CH2:40][S:41]([OH:44])(=[O:43])=[O:42])[C:37]([CH3:39])([CH3:38])[CH:34]([CH2:35][CH2:36]1)[CH2:33][C:31]2=[O:32]. The catalyst is CO. The product is [C:30]12([CH2:40][S:41]([OH:44])(=[O:42])=[O:43])[C:37]([CH3:39])([CH3:38])[CH:34]([CH2:35][CH2:36]1)[CH2:33][C:31]2=[O:32].[O:1]=[C:2]1[C:11]2[C:6](=[CH:7][CH:8]=[CH:9][CH:10]=2)[C:5]2[CH2:12][C:13]3[CH:14]=[C:15]([N-:19][CH2:20][CH2:21][CH2:22][CH2:23][N:24]4[CH2:25][CH2:26][O:27][CH2:28][CH2:29]4)[CH:16]=[CH:17][C:18]=3[C:4]=2[NH:3]1. The yield is 0.710. (4) The reactants are [H-].[Na+].[Br-].[N+:4]([C:7]1[CH:32]=[CH:31][C:10]([CH2:11][P+](C2C=CC=CC=2)(C2C=CC=CC=2)C2C=CC=CC=2)=[CH:9][CH:8]=1)([O-:6])=[O:5].[O:33]1[CH2:38][CH2:37][C:36](=O)[CH2:35][CH2:34]1. The catalyst is CS(C)=O. The product is [N+:4]([C:7]1[CH:8]=[CH:9][C:10]([CH:11]=[C:36]2[CH2:37][CH2:38][O:33][CH2:34][CH2:35]2)=[CH:31][CH:32]=1)([O-:6])=[O:5]. The yield is 0.440. (5) The reactants are [Cl:1][C:2]1[N:3]=[C:4]([C:9]([NH:11][C@H:12]2[CH2:17][CH2:16][N:15]([C:18](=[O:35])/[CH:19]=[C:20]3/[C:21](=[O:34])[N:22]([CH2:26][C:27]([O:29]C(C)(C)C)=[O:28])[C:23](=[O:25])[S:24]/3)[CH2:14][C@H:13]2[O:36][CH3:37])=[O:10])[NH:5][C:6]=1[CH2:7][CH3:8].FC(F)(F)C(O)=O.ClCCl. The catalyst is CO. The product is [Cl:1][C:2]1[N:3]=[C:4]([C:9]([NH:11][C@H:12]2[CH2:17][CH2:16][N:15]([C:18](=[O:35])/[CH:19]=[C:20]3/[C:21](=[O:34])[N:22]([CH2:26][C:27]([OH:29])=[O:28])[C:23](=[O:25])[S:24]/3)[CH2:14][C@H:13]2[O:36][CH3:37])=[O:10])[NH:5][C:6]=1[CH2:7][CH3:8]. The yield is 0.430. (6) The yield is 0.640. The catalyst is O1CCOCC1. The product is [CH:1]1([N:7]2[C:16]3[C:11](=[CH:12][N:13]=[C:14]4[NH:19][CH:18]=[CH:17][C:15]4=3)[CH2:10][CH2:9][CH2:8]2)[CH2:2][CH2:3][CH2:4][CH2:5][CH2:6]1. The reactants are [CH:1]1([N:7]2[C:16]3[C:11](=[CH:12][N:13]=[C:14]4[N:19](S(C5C=CC(C)=CC=5)(=O)=O)[CH:18]=[CH:17][C:15]4=3)[CH2:10][CH2:9][CH2:8]2)[CH2:6][CH2:5][CH2:4][CH2:3][CH2:2]1.[OH-].[Na+].CCOC(C)=O.O. (7) The reactants are [Cl:1][C:2]1[N:10]=[C:9]2[C:5]([N:6]=[CH:7][NH:8]2)=[C:4]([NH:11][C:12]2[CH:17]=[CH:16][C:15]([C:18]([N:20]3[CH2:25][CH2:24][CH2:23][CH2:22][CH2:21]3)=[O:19])=[CH:14][CH:13]=2)[N:3]=1.[C:26]1(B(O)O)[CH:31]=[CH:30][CH:29]=[CH:28][CH:27]=1.N1C=CC=CC=1. The catalyst is O1CCOCC1.C1COCC1.C([O-])(=O)C.[Cu+2].C([O-])(=O)C. The product is [Cl:1][C:2]1[N:10]=[C:9]2[C:5]([N:6]=[CH:7][N:8]2[C:26]2[CH:31]=[CH:30][CH:29]=[CH:28][CH:27]=2)=[C:4]([NH:11][C:12]2[CH:17]=[CH:16][C:15]([C:18]([N:20]3[CH2:21][CH2:22][CH2:23][CH2:24][CH2:25]3)=[O:19])=[CH:14][CH:13]=2)[N:3]=1. The yield is 0.800. (8) The reactants are [Br:1][C:2]1[O:6][C:5]([CH2:7][NH:8][CH2:9][C:10]2[CH:15]=[CH:14][C:13]([O:16][CH3:17])=[CH:12][CH:11]=2)=[C:4]([C:18]([OH:20])=O)[CH:3]=1.O=S(Cl)Cl. The catalyst is C(Cl)Cl. The product is [Br:1][C:2]1[O:6][CH:5]2[CH2:7][N:8]([CH2:9][C:10]3[CH:15]=[CH:14][C:13]([O:16][CH3:17])=[CH:12][CH:11]=3)[C:18](=[O:20])[CH:4]2[CH:3]=1. The yield is 0.280. (9) The reactants are [F:1][C:2]1[CH:15]=[CH:14][C:5]([O:6][C:7]2[CH:13]=[CH:12][C:10]([NH2:11])=[CH:9][CH:8]=2)=[CH:4][CH:3]=1.[C:16](N1C=CN=C1)(N1C=CN=C1)=S.[NH:28]([C:30](=[O:50])[C:31]([NH:33][C:34]1[CH:35]=[CH:36][C:37]([N:40]2[CH2:45][CH2:44][CH:43]([C:46]([O:48][CH3:49])=[O:47])[CH2:42][CH2:41]2)=[N:38][CH:39]=1)=[O:32])[NH2:29].CCN=C=NCCCN(C)C.Cl. The catalyst is CC(N(C)C)=O.O. The product is [F:1][C:2]1[CH:15]=[CH:14][C:5]([O:6][C:7]2[CH:13]=[CH:12][C:10]([NH:11][C:16]3[O:50][C:30]([C:31]([NH:33][C:34]4[CH:35]=[CH:36][C:37]([N:40]5[CH2:41][CH2:42][CH:43]([C:46]([O:48][CH3:49])=[O:47])[CH2:44][CH2:45]5)=[N:38][CH:39]=4)=[O:32])=[N:28][N:29]=3)=[CH:9][CH:8]=2)=[CH:4][CH:3]=1. The yield is 1.00. (10) The reactants are [Br:1][C:2]1[CH:10]=[CH:9][C:5]([C:6](O)=[O:7])=[CH:4][N:3]=1.Cl.[CH3:12][NH:13][O:14][CH3:15].CCN(CC)CC.CCN=C=NCCCN(C)C. The catalyst is C(Cl)Cl. The product is [Br:1][C:2]1[CH:10]=[CH:9][C:5]([C:6]([N:13]([O:14][CH3:15])[CH3:12])=[O:7])=[CH:4][N:3]=1. The yield is 0.830.